Dataset: Catalyst prediction with 721,799 reactions and 888 catalyst types from USPTO. Task: Predict which catalyst facilitates the given reaction. (1) Reactant: [F:1][C:2]1[CH:3]=[C:4]([C@@H:9]2[CH2:13][N:12]([CH2:14][CH2:15][O:16][CH3:17])[CH2:11][C@H:10]2[NH2:18])[CH:5]=[CH:6][C:7]=1[F:8].[CH3:19][N:20]1[C:24]([C:25]2[C:29]([CH3:30])=[C:28]([NH:31][C:32](=O)[O:33]C3C=CC=CC=3)[N:27]([C:41]3[CH:46]=[CH:45][CH:44]=[CH:43][CH:42]=3)[N:26]=2)=[CH:23][CH:22]=[N:21]1.CCN(C(C)C)C(C)C. Product: [F:1][C:2]1[CH:3]=[C:4]([C@@H:9]2[CH2:13][N:12]([CH2:14][CH2:15][O:16][CH3:17])[CH2:11][C@H:10]2[NH:18][C:32]([NH:31][C:28]2[N:27]([C:41]3[CH:42]=[CH:43][CH:44]=[CH:45][CH:46]=3)[N:26]=[C:25]([C:24]3[N:20]([CH3:19])[N:21]=[CH:22][CH:23]=3)[C:29]=2[CH3:30])=[O:33])[CH:5]=[CH:6][C:7]=1[F:8]. The catalyst class is: 2. (2) Reactant: [Br:1][C:2]1[CH:3]=[C:4]([F:12])[C:5]([OH:11])=[C:6]([C:8](=[O:10])[CH3:9])[CH:7]=1.[CH2:13]([CH:15]1[O:17][CH2:16]1)Br.C([O-])([O-])=O.[K+].[K+].O. Product: [Br:1][C:2]1[CH:3]=[C:4]([F:12])[C:5]([O:11][CH2:13][CH:15]2[CH2:16][O:17]2)=[C:6]([C:8](=[O:10])[CH3:9])[CH:7]=1. The catalyst class is: 31. (3) Reactant: [F:1][C:2]1[CH:7]=[CH:6][CH:5]=[CH:4][C:3]=1[C@:8]1([CH3:20])[CH2:13][O:12][C@@:11]([CH3:18])([C:14]([F:17])([F:16])[F:15])[C:10]([NH2:19])=[N:9]1.[N+:21]([O-])([O-:23])=[O:22].[K+].C([O-])([O-])=O.[K+].[K+]. Product: [F:1][C:2]1[CH:7]=[CH:6][C:5]([N+:21]([O-:23])=[O:22])=[CH:4][C:3]=1[C@:8]1([CH3:20])[CH2:13][O:12][C@@:11]([CH3:18])([C:14]([F:15])([F:16])[F:17])[C:10]([NH2:19])=[N:9]1. The catalyst class is: 561.